Dataset: CYP1A2 inhibition data for predicting drug metabolism from PubChem BioAssay. Task: Regression/Classification. Given a drug SMILES string, predict its absorption, distribution, metabolism, or excretion properties. Task type varies by dataset: regression for continuous measurements (e.g., permeability, clearance, half-life) or binary classification for categorical outcomes (e.g., BBB penetration, CYP inhibition). Dataset: cyp1a2_veith. The drug is CN(C)C(=O)c1ccc(-c2ccc3ncnc(NC4CC4)c3c2)cc1. The result is 1 (inhibitor).